This data is from Catalyst prediction with 721,799 reactions and 888 catalyst types from USPTO. The task is: Predict which catalyst facilitates the given reaction. Reactant: [NH2:1][CH2:2][C:3]1[CH:4]=[C:5]([Br:9])[CH:6]=[CH:7][CH:8]=1.[C:10](O[C:10]([O:12][C:13]([CH3:16])([CH3:15])[CH3:14])=[O:11])([O:12][C:13]([CH3:16])([CH3:15])[CH3:14])=[O:11].[OH-].[Na+]. Product: [Br:9][C:5]1[CH:4]=[C:3]([CH:8]=[CH:7][CH:6]=1)[CH2:2][NH:1][C:10](=[O:11])[O:12][C:13]([CH3:16])([CH3:15])[CH3:14]. The catalyst class is: 30.